From a dataset of Forward reaction prediction with 1.9M reactions from USPTO patents (1976-2016). Predict the product of the given reaction. (1) Given the reactants [F:1][C:2]([F:27])([F:26])[CH2:3][NH:4][C:5]([C:7]1([CH2:21][CH2:22][CH2:23][CH2:24]Br)[C:20]2[CH:19]=[CH:18][CH:17]=[CH:16][C:15]=2[O:14][C:13]2[C:8]1=[CH:9][CH:10]=[CH:11][CH:12]=2)=[O:6].[Cl:28][C:29]1[CH:30]=[C:31]2[C:36](=[CH:37][CH:38]=1)[N:35]=[C:34]([N:39]1[CH2:44][CH2:43][NH:42][CH2:41][CH2:40]1)[CH:33]=[CH:32]2, predict the reaction product. The product is: [F:1][C:2]([F:27])([F:26])[CH2:3][NH:4][C:5]([C:7]1([CH2:21][CH2:22][CH2:23][CH2:24][N:42]2[CH2:43][CH2:44][N:39]([C:34]3[CH:33]=[CH:32][C:31]4[C:36](=[CH:37][CH:38]=[C:29]([Cl:28])[CH:30]=4)[N:35]=3)[CH2:40][CH2:41]2)[C:20]2[CH:19]=[CH:18][CH:17]=[CH:16][C:15]=2[O:14][C:13]2[C:8]1=[CH:9][CH:10]=[CH:11][CH:12]=2)=[O:6]. (2) Given the reactants [NH2:1][C:2]1[C:11]([F:12])=[C:10](F)[C:9]([O:14][CH3:15])=[C:8]2[C:3]=1[C:4](=[O:22])[C:5]([C:19]([OH:21])=[O:20])=[CH:6][N:7]2[CH:16]1[CH2:18][CH2:17]1.[NH2:23][CH2:24][CH2:25][NH:26][C:27]1[CH:32]=[CH:31][C:30]([C:33]([O:35][CH2:36][CH3:37])=[O:34])=[CH:29][N:28]=1.C(N(CC)CC)C.O, predict the reaction product. The product is: [NH2:1][C:2]1[C:11]([F:12])=[C:10]([NH:23][CH2:24][CH2:25][NH:26][C:27]2[CH:32]=[CH:31][C:30]([C:33]([O:35][CH2:36][CH3:37])=[O:34])=[CH:29][N:28]=2)[C:9]([O:14][CH3:15])=[C:8]2[C:3]=1[C:4](=[O:22])[C:5]([C:19]([OH:21])=[O:20])=[CH:6][N:7]2[CH:16]1[CH2:18][CH2:17]1.